The task is: Regression/Classification. Given a drug SMILES string, predict its absorption, distribution, metabolism, or excretion properties. Task type varies by dataset: regression for continuous measurements (e.g., permeability, clearance, half-life) or binary classification for categorical outcomes (e.g., BBB penetration, CYP inhibition). For this dataset (solubility_aqsoldb), we predict Y.. This data is from Aqueous solubility values for 9,982 compounds from the AqSolDB database. (1) The molecule is COCC(F)F. The Y is -0.284 log mol/L. (2) The drug is N#CCC(=O)c1ccccc1Cl. The Y is -2.18 log mol/L. (3) The molecule is CC/C(C)=C/CC/C(C)=C/C#N. The Y is -3.59 log mol/L.